This data is from Reaction yield outcomes from USPTO patents with 853,638 reactions. The task is: Predict the reaction yield, written as a fraction of the theoretical maximum amount of product (1.0 means a 100% yield; for example, 0.34 means a 34% yield). (1) The reactants are [C:1]1([CH2:7][C:8]([NH:10][C@@H:11]2[C:35](=[O:36])[N:13]3[C:14]([C:19]([O:21][CH:22]([C:29]4[CH:34]=[CH:33][CH:32]=[CH:31][CH:30]=4)[C:23]4[CH:28]=[CH:27][CH:26]=[CH:25][CH:24]=4)=[O:20])=[C:15]([OH:18])[CH2:16][S:17][C@H:12]23)=[O:9])[CH:6]=[CH:5][CH:4]=[CH:3][CH:2]=1.C(N(C(C)C)C(C)C)C.[CH3:46][S:47](Cl)(=[O:49])=[O:48].O. The catalyst is C(#N)C. The product is [C:1]1([CH2:7][C:8]([NH:10][C@@H:11]2[C:35](=[O:36])[N:13]3[C:14]([C:19]([O:21][CH:22]([C:23]4[CH:24]=[CH:25][CH:26]=[CH:27][CH:28]=4)[C:29]4[CH:34]=[CH:33][CH:32]=[CH:31][CH:30]=4)=[O:20])=[C:15]([O:18][S:47]([CH3:46])(=[O:49])=[O:48])[CH2:16][S:17][C@H:12]23)=[O:9])[CH:6]=[CH:5][CH:4]=[CH:3][CH:2]=1. The yield is 0.940. (2) The reactants are [CH:1]1([C:4]([NH:6][C:7]2[S:11][C:10]3[CH:12]=[CH:13][C:14]([N+:16]([O-])=O)=[CH:15][C:9]=3[C:8]=2[C:19]([NH2:21])=[O:20])=[O:5])[CH2:3][CH2:2]1. The catalyst is [Pd].C(O)C. The product is [NH2:16][C:14]1[CH:13]=[CH:12][C:10]2[S:11][C:7]([NH:6][C:4]([CH:1]3[CH2:3][CH2:2]3)=[O:5])=[C:8]([C:19]([NH2:21])=[O:20])[C:9]=2[CH:15]=1. The yield is 0.900. (3) The reactants are [ClH:1].[CH3:2][O:3][C:4]1[CH:13]=[C:12]2[C:7]([CH2:8][CH2:9][C@H:10]([NH2:14])[CH2:11]2)=[CH:6][CH:5]=1. The catalyst is C(O)C. The product is [ClH:1].[CH3:2][O:3][C:4]1[CH:13]=[C:12]2[C:7]([CH2:8][CH2:9][C@H:10]([NH2:14])[CH2:11]2)=[CH:6][CH:5]=1. The yield is 0.640. (4) The reactants are C1(C2C=CC(CNCCC3C=CC(F)=C(C(F)(F)F)C=3)=CC=2)CC1.[C:25]12([CH2:37][CH2:36]1)[C:33]1[C:28](=[CH:29][C:30]([CH:34]=O)=[CH:31][CH:32]=1)[CH2:27][CH2:26]2.[Cl:38][C:39]1[CH:40]=[C:41]([CH2:46][CH2:47][NH2:48])[CH:42]=[CH:43][C:44]=1[Cl:45].[BH4-].[Na+]. No catalyst specified. The product is [Cl:38][C:39]1[CH:40]=[C:41]([CH2:46][CH2:47][NH:48][CH2:34][C:30]2[CH:29]=[C:28]3[C:33](=[CH:32][CH:31]=2)[C:25]2([CH2:37][CH2:36]2)[CH2:26][CH2:27]3)[CH:42]=[CH:43][C:44]=1[Cl:45]. The yield is 0.920.